This data is from Full USPTO retrosynthesis dataset with 1.9M reactions from patents (1976-2016). The task is: Predict the reactants needed to synthesize the given product. Given the product [CH2:1]([C:8]1[CH:9]=[C:10]([CH:13]=[C:14]([Br:16])[CH:15]=1)[CH2:11][OH:12])[C:2]1[CH:3]=[CH:4][CH:5]=[CH:6][CH:7]=1, predict the reactants needed to synthesize it. The reactants are: [CH2:1]([C:8]1[CH:9]=[C:10]([CH:13]=[C:14]([Br:16])[CH:15]=1)[CH:11]=[O:12])[C:2]1[CH:7]=[CH:6][CH:5]=[CH:4][CH:3]=1.[BH4-].[Na+].